From a dataset of Full USPTO retrosynthesis dataset with 1.9M reactions from patents (1976-2016). Predict the reactants needed to synthesize the given product. Given the product [Br:30][C:27]1[CH:28]=[CH:29][C:24]([C:11]2[CH:12]=[CH:13][C:8]([N:7]([C:1]3[CH:6]=[CH:5][CH:4]=[CH:3][CH:2]=3)[C:17]3[CH:22]=[CH:21][CH:20]=[CH:19][CH:18]=3)=[CH:9][CH:10]=2)=[CH:25][CH:26]=1, predict the reactants needed to synthesize it. The reactants are: [C:1]1([N:7]([C:17]2[CH:22]=[CH:21][CH:20]=[CH:19][CH:18]=2)[C:8]2[CH:13]=[CH:12][C:11](B(O)O)=[CH:10][CH:9]=2)[CH:6]=[CH:5][CH:4]=[CH:3][CH:2]=1.I[C:24]1[CH:29]=[CH:28][C:27]([Br:30])=[CH:26][CH:25]=1.C([O-])([O-])=O.[Na+].[Na+].